Dataset: Forward reaction prediction with 1.9M reactions from USPTO patents (1976-2016). Task: Predict the product of the given reaction. Given the reactants [O-:1][S:2]([C:5]([F:8])([F:7])[F:6])(=[O:4])=[O:3].[CH3:9][N:10]([CH3:23])[C:11]1[CH:12]=[C:13]2[C:18](=[CH:19][CH:20]=1)[N+:17]([CH3:21])=[C:16]([CH3:22])[CH:15]=[CH:14]2.[C:24]1([C:32]2[CH:37]=[CH:36][CH:35]=[CH:34][CH:33]=2)[CH:29]=[CH:28][C:27]([CH:30]=O)=[CH:26][CH:25]=1, predict the reaction product. The product is: [O-:4][S:2]([C:5]([F:8])([F:7])[F:6])(=[O:3])=[O:1].[C:24]1([C:32]2[CH:33]=[CH:34][CH:35]=[CH:36][CH:37]=2)[CH:25]=[CH:26][C:27](/[CH:30]=[CH:22]/[C:16]2[CH:15]=[CH:14][C:13]3[C:18](=[CH:19][CH:20]=[C:11]([N:10]([CH3:23])[CH3:9])[CH:12]=3)[N+:17]=2[CH3:21])=[CH:28][CH:29]=1.